This data is from Forward reaction prediction with 1.9M reactions from USPTO patents (1976-2016). The task is: Predict the product of the given reaction. (1) Given the reactants Br[C:2]1[CH:3]=[C:4]([C:9](=[O:29])[CH2:10][N:11]2[C:15]3([CH2:20][CH2:19][CH2:18][CH2:17][CH2:16]3)[N:14]=[C:13]([C:21]3[CH:26]=[CH:25][C:24]([Cl:27])=[CH:23][CH:22]=3)[C:12]2=[O:28])[CH:5]=[CH:6][C:7]=1[Cl:8].[Cu][C:31]#[N:32].C(=O)([O-])O.[Na+], predict the reaction product. The product is: [Cl:8][C:7]1[CH:6]=[CH:5][C:4]([C:9](=[O:29])[CH2:10][N:11]2[C:15]3([CH2:20][CH2:19][CH2:18][CH2:17][CH2:16]3)[N:14]=[C:13]([C:21]3[CH:26]=[CH:25][C:24]([Cl:27])=[CH:23][CH:22]=3)[C:12]2=[O:28])=[CH:3][C:2]=1[C:31]#[N:32]. (2) Given the reactants C1CO[C:8]23OCCO[C:3]2([C@:4]2([CH2:27][CH2:26][C@H:25]4[C@@H:15]([CH2:16][C@@H:17]([CH2:28][OH:29])[CH:18]5[C@:23]4([CH3:24])[CH2:22][CH2:21][CH2:20][CH2:19]5)[C@@H:6]2[CH2:7]3)[CH3:5])[O:2]1.C([C@@H]1C2[C@](C)(CCC(=[O:50])C2)[C@@H]2[C@H]([C@H]3[C@@](CC2)(C)C(=O)CC3)C1)#N, predict the reaction product. The product is: [OH:29][CH2:28][C@H:17]1[CH:18]2[C@:23]([CH3:24])([CH2:22][CH2:21][C:20](=[O:50])[CH2:19]2)[C@@H:25]2[C@H:15]([C@H:6]3[C@@:4]([CH2:27][CH2:26]2)([CH3:5])[C:3](=[O:2])[CH2:8][CH2:7]3)[CH2:16]1. (3) Given the reactants Br[C:2]1[CH:7]=[CH:6][C:5]([C@H:8]([NH:10][C:11](=[O:17])[O:12][C:13]([CH3:16])([CH3:15])[CH3:14])[CH3:9])=[CH:4][CH:3]=1.[B:18]1([B:18]2[O:22][C:21]([CH3:24])([CH3:23])[C:20]([CH3:26])([CH3:25])[O:19]2)[O:22][C:21]([CH3:24])([CH3:23])[C:20]([CH3:26])([CH3:25])[O:19]1, predict the reaction product. The product is: [CH3:25][C:20]1([CH3:26])[C:21]([CH3:24])([CH3:23])[O:22][B:18]([C:2]2[CH:7]=[CH:6][C:5]([C@H:8]([NH:10][C:11](=[O:17])[O:12][C:13]([CH3:16])([CH3:15])[CH3:14])[CH3:9])=[CH:4][CH:3]=2)[O:19]1. (4) Given the reactants [F:1][C:2]([F:12])([F:11])[O:3][C:4]1[CH:9]=[CH:8][C:7]([SH:10])=[CH:6][CH:5]=1.Br[CH:14]1[CH2:18][CH2:17][N:16]([C:19]2[CH:24]=[CH:23][C:22]([O:25][CH2:26][C:27]([OH:30])([CH3:29])[CH3:28])=[C:21]([O:31][CH3:32])[CH:20]=2)[C:15]1=[O:33].[OH-].[K+].NC1C=CC(OCC(C)(O)C)=C(OC)C=1.CCN(CC)CC.BrC(CCBr)C(Cl)=O, predict the reaction product. The product is: [OH:30][C:27]([CH3:29])([CH3:28])[CH2:26][O:25][C:22]1[CH:23]=[CH:24][C:19]([N:16]2[CH2:17][CH2:18][CH:14]([S:10][C:7]3[CH:6]=[CH:5][C:4]([O:3][C:2]([F:1])([F:11])[F:12])=[CH:9][CH:8]=3)[C:15]2=[O:33])=[CH:20][C:21]=1[O:31][CH3:32]. (5) Given the reactants [NH2:1][C:2]1[C:3]([SH:12])=[N:4][C:5]([NH:8][CH:9]([CH3:11])[CH3:10])=[CH:6][CH:7]=1.[C:13]1(=[O:19])[O:18][C:16](=[O:17])[CH2:15][CH2:14]1, predict the reaction product. The product is: [CH:9]([NH:8][C:5]1[N:4]=[C:3]([SH:12])[C:2]([NH:1][C:13](=[O:19])[CH2:14][CH2:15][C:16]([OH:18])=[O:17])=[CH:7][CH:6]=1)([CH3:10])[CH3:11]. (6) Given the reactants [CH2:1]([N:3]([CH3:21])[CH2:4][CH2:5][CH2:6][C:7]1[CH:12]=[CH:11][C:10]([NH2:13])=[C:9]([N:14]2[CH2:19][CH2:18][CH:17]([CH3:20])[CH2:16][CH2:15]2)[CH:8]=1)[CH3:2].CCN(C(C)C)C(C)C.[C:31]([C:33]1[O:37][C:36]([C:38](Cl)=[O:39])=[CH:35][CH:34]=1)#[N:32], predict the reaction product. The product is: [CH2:1]([N:3]([CH3:21])[CH2:4][CH2:5][CH2:6][C:7]1[CH:12]=[CH:11][C:10]([NH:13][C:38]([C:36]2[O:37][C:33]([C:31]#[N:32])=[CH:34][CH:35]=2)=[O:39])=[C:9]([N:14]2[CH2:19][CH2:18][CH:17]([CH3:20])[CH2:16][CH2:15]2)[CH:8]=1)[CH3:2]. (7) Given the reactants [CH3:1][N:2]1[CH2:7][CH2:6][NH:5][CH2:4][CH2:3]1.[CH:8]1([C:13]2[S:22][C:21]3[NH:20][C:19]4[CH:23]=[CH:24][CH:25]=[CH:26][C:18]=4[NH:17][C:16](=S)[C:15]=3[N:14]=2)[CH2:12][CH2:11][CH2:10][CH2:9]1, predict the reaction product. The product is: [CH:8]1([C:13]2[S:22][C:21]3[NH:20][C:19]4[CH:23]=[CH:24][CH:25]=[CH:26][C:18]=4[N:17]=[C:16]([N:5]4[CH2:6][CH2:7][N:2]([CH3:1])[CH2:3][CH2:4]4)[C:15]=3[N:14]=2)[CH2:12][CH2:11][CH2:10][CH2:9]1. (8) Given the reactants C1(P([N:15]=[N+:16]=[N-:17])(C2C=CC=CC=2)=O)C=CC=CC=1.[CH3:18][C:19]1[O:23][C:22]([CH:24]([C:26]2([CH3:30])[CH2:29][O:28][CH2:27]2)O)=[CH:21][CH:20]=1.N12CCCN=C1CCCCC2, predict the reaction product. The product is: [N:15]([CH:24]([C:26]1([CH3:30])[CH2:29][O:28][CH2:27]1)[C:22]1[O:23][C:19]([CH3:18])=[CH:20][CH:21]=1)=[N+:16]=[N-:17]. (9) Given the reactants [NH2:1][C@@H:2]([C:7]1[CH:16]=[CH:15][C:14]2[C:9](=[CH:10][CH:11]=[CH:12][CH:13]=2)[CH:8]=1)[C:3]([CH3:6])([OH:5])[CH3:4].C([N:19]([CH2:22][CH3:23])CC)C.[CH3:24][C:25]([CH3:32])([C:29](Cl)=[O:30])[C:26](Cl)=[O:27].[Cl-].[NH4+], predict the reaction product. The product is: [CH:8]1[C:9]2[C:14](=[CH:13][CH:12]=[CH:11][CH:10]=2)[CH:15]=[CH:16][C:7]=1[C@H:2]([NH:1][C:26](=[O:27])[C:25]([CH3:32])([CH3:24])[C:29]([NH:19][C@@H:22]([C:23]1[CH:7]=[CH:8][C:9]2[C:14](=[CH:13][CH:12]=[CH:11][CH:10]=2)[CH:15]=1)[C:3]([CH3:2])([OH:5])[CH3:4])=[O:30])[C:3]([OH:5])([CH3:6])[CH3:4]. (10) Given the reactants [CH2:1]([O:8][C:9]1[CH:10]=[C:11]([CH:14]=[CH:15][CH:16]=1)[CH:12]=O)[C:2]1[CH:7]=[CH:6][CH:5]=[CH:4][CH:3]=1.[C:17](OCCP(OCC)(OCC)=O)(=[O:19])[CH3:18].[H-].[Na+].C(N)CN.[H][H], predict the reaction product. The product is: [CH2:1]([O:8][C:9]1[CH:10]=[C:11]([CH2:12][CH2:18][CH2:17][OH:19])[CH:14]=[CH:15][CH:16]=1)[C:2]1[CH:7]=[CH:6][CH:5]=[CH:4][CH:3]=1.